From a dataset of Forward reaction prediction with 1.9M reactions from USPTO patents (1976-2016). Predict the product of the given reaction. (1) Given the reactants C([O:8][C:9](=[O:20])[CH2:10][N:11]1[C:15]2=[N:16][CH:17]=[CH:18][CH:19]=[C:14]2[N:13]=[CH:12]1)C1C=CC=CC=1.CO, predict the reaction product. The product is: [N:13]1[C:14]2[C:15](=[N:16][CH:17]=[CH:18][CH:19]=2)[N:11]([CH2:10][C:9]([OH:20])=[O:8])[CH:12]=1. (2) Given the reactants [CH3:1][O:2][C:3]1[CH:8]=[CH:7][C:6]([N+:9]([O-])=O)=[CH:5][C:4]=1[CH3:12].[H][H], predict the reaction product. The product is: [CH3:1][O:2][C:3]1[CH:8]=[CH:7][C:6]([NH2:9])=[CH:5][C:4]=1[CH3:12].